Dataset: Full USPTO retrosynthesis dataset with 1.9M reactions from patents (1976-2016). Task: Predict the reactants needed to synthesize the given product. The reactants are: [CH2:1]([C:8]1[CH:9]=[C:10]([C:15](=[O:17])[CH3:16])[CH:11]=[C:12]([Br:14])[CH:13]=1)[C:2]1[CH:7]=[CH:6][CH:5]=[CH:4][CH:3]=1.[CH2:18](O)[CH2:19][OH:20].CC1C=CC(S(O)(=O)=O)=CC=1. Given the product [CH2:1]([C:8]1[CH:9]=[C:10]([C:15]2([CH3:16])[O:20][CH2:19][CH2:18][O:17]2)[CH:11]=[C:12]([Br:14])[CH:13]=1)[C:2]1[CH:7]=[CH:6][CH:5]=[CH:4][CH:3]=1, predict the reactants needed to synthesize it.